Predict the product of the given reaction. From a dataset of Forward reaction prediction with 1.9M reactions from USPTO patents (1976-2016). (1) The product is: [CH3:1][N:2]1[C:10]2[C:5](=[CH:6][CH:7]=[CH:8][CH:9]=2)[C:4]([C:11]([NH:14][C:15]2[C:16]([C:21](=[O:22])[NH:23][CH2:24][CH:25]3[CH2:30][CH2:29][O:28][CH2:27][CH2:26]3)=[N:17][CH:18]=[CH:19][CH:20]=2)=[O:12])=[CH:3]1. Given the reactants [CH3:1][N:2]1[C:10]2[C:5](=[CH:6][CH:7]=[CH:8][CH:9]=2)[C:4]([C:11](Cl)=[O:12])=[CH:3]1.[NH2:14][C:15]1[C:16]([C:21]([NH:23][CH2:24][CH:25]2[CH2:30][CH2:29][O:28][CH2:27][CH2:26]2)=[O:22])=[N:17][CH:18]=[CH:19][CH:20]=1, predict the reaction product. (2) The product is: [CH2:9]([N:26]1[CH2:27][CH2:28][N:24]([C:16]2[S:17][C:18]([C:19]([O:21][CH2:22][CH3:23])=[O:20])=[C:14]([CH3:13])[N:15]=2)[C:25]1=[O:29])[CH:10]([CH3:12])[CH3:11]. Given the reactants BrCC1CC1(F)F.Br[CH2:9][CH:10]([CH3:12])[CH3:11].[CH3:13][C:14]1[N:15]=[C:16]([N:24]2[CH2:28][CH2:27][NH:26][C:25]2=[O:29])[S:17][C:18]=1[C:19]([O:21][CH2:22][CH3:23])=[O:20], predict the reaction product. (3) Given the reactants Br[C:2]1[CH:7]=[CH:6][CH:5]=[C:4]([C:8]([F:11])([F:10])[F:9])[N:3]=1.CN(C)[CH:14]=[O:15].[BH4-].[Na+].[Cl-].[NH4+], predict the reaction product. The product is: [F:9][C:8]([F:11])([F:10])[C:4]1[N:3]=[C:2]([CH2:14][OH:15])[CH:7]=[CH:6][CH:5]=1. (4) Given the reactants [Br:1][C:2]1[CH:3]=[CH:4][C:5]2[C:11](=[O:12])[CH2:10][CH2:9][CH2:8][O:7][C:6]=2[CH:13]=1.[Br:14]Br, predict the reaction product. The product is: [Br:14][CH:10]1[CH2:9][CH2:8][O:7][C:6]2[CH:13]=[C:2]([Br:1])[CH:3]=[CH:4][C:5]=2[C:11]1=[O:12].